From a dataset of Peptide-MHC class I binding affinity with 185,985 pairs from IEDB/IMGT. Regression. Given a peptide amino acid sequence and an MHC pseudo amino acid sequence, predict their binding affinity value. This is MHC class I binding data. (1) The peptide sequence is KSCLPACVY. The binding affinity (normalized) is 0.0847. The MHC is HLA-B15:09 with pseudo-sequence HLA-B15:09. (2) The peptide sequence is VTDSQYALGI. The MHC is HLA-B18:01 with pseudo-sequence HLA-B18:01. The binding affinity (normalized) is 0. (3) The peptide sequence is ATYEPDVDL. The MHC is HLA-A32:01 with pseudo-sequence HLA-A32:01. The binding affinity (normalized) is 0.177. (4) The peptide sequence is GELIRILQRAL. The MHC is H-2-Kk with pseudo-sequence H-2-Kk. The binding affinity (normalized) is 0.219. (5) The peptide sequence is MYQYIFLSF. The MHC is HLA-A32:01 with pseudo-sequence HLA-A32:01. The binding affinity (normalized) is 0.764. (6) The peptide sequence is AYMLFTKFF. The MHC is HLA-A26:01 with pseudo-sequence HLA-A26:01. The binding affinity (normalized) is 0. (7) The peptide sequence is KQIGGTLFE. The MHC is HLA-A30:01 with pseudo-sequence HLA-A30:01. The binding affinity (normalized) is 0.213. (8) The peptide sequence is DYIYLPLLK. The MHC is HLA-A68:01 with pseudo-sequence HLA-A68:01. The binding affinity (normalized) is 0.348.